From a dataset of Full USPTO retrosynthesis dataset with 1.9M reactions from patents (1976-2016). Predict the reactants needed to synthesize the given product. (1) Given the product [CH2:11]([N:13]1[CH2:18][CH2:17][N:16]([C:2]2[CH:7]=[CH:6][C:5]([NH2:8])=[CH:4][CH:3]=2)[CH2:15][CH2:14]1)[CH3:12], predict the reactants needed to synthesize it. The reactants are: Br[C:2]1[CH:7]=[CH:6][C:5]([N+:8]([O-])=O)=[CH:4][CH:3]=1.[CH2:11]([N:13]1[CH2:18][CH2:17][NH:16][CH2:15][CH2:14]1)[CH3:12]. (2) Given the product [CH2:1]([O:8][C:9]([N:11]1[CH2:12][CH2:13][CH:14]2[C:15]([CH2:17][CH2:18][N:19]=[N+:20]=[N-:21])([O:30]2)[CH2:16]1)=[O:10])[C:2]1[CH:3]=[CH:4][CH:5]=[CH:6][CH:7]=1, predict the reactants needed to synthesize it. The reactants are: [CH2:1]([O:8][C:9]([N:11]1[CH2:16][C:15]([CH2:17][CH2:18][N:19]=[N+:20]=[N-:21])=[CH:14][CH2:13][CH2:12]1)=[O:10])[C:2]1[CH:7]=[CH:6][CH:5]=[CH:4][CH:3]=1.C1C=C(Cl)C=C(C(OO)=[O:30])C=1.S([O-])([O-])(=O)=S.[Na+].[Na+]. (3) Given the product [CH3:39][C:34]([C:40]1[CH:41]=[CH:42][CH:43]([C:45]([C:11]2[C:10]3[CH2:9][C:8]4[C:16](=[CH:17][C:5]([C:1]([CH3:4])([CH3:3])[CH3:2])=[CH:6][CH:7]=4)[C:15]=3[CH:14]=[C:13]([C:18]([CH3:21])([CH3:20])[CH3:19])[CH:12]=2)([CH3:47])[CH3:46])[CH:44]=1)([CH3:33])[CH2:35][CH:36]([CH3:38])[CH3:37], predict the reactants needed to synthesize it. The reactants are: [C:1]([C:5]1[CH:6]=[CH:7][C:8]2[CH2:9][C:10]3[C:15]([C:16]=2[CH:17]=1)=[CH:14][C:13]([C:18]([CH3:21])([CH3:20])[CH3:19])=[CH:12][CH:11]=3)([CH3:4])([CH3:3])[CH3:2].CCCCCC.C([Li])CCC.[CH3:33][C:34]([C:40]1[CH:41]=[CH:42][C:43](=[C:45]([CH3:47])[CH3:46])[CH:44]=1)([CH3:39])[CH2:35][CH:36]([CH3:38])[CH3:37]. (4) The reactants are: [CH3:1][O:2][C:3]1[CH:8]=[CH:7][C:6]([NH:9][C:10]2[C:19]3[C:14](=[CH:15][CH:16]=[C:17]([C:20](=[O:23])[NH:21][CH3:22])[CH:18]=3)[N:13]=[CH:12][C:11]=2[C:24]([OH:26])=[O:25])=[CH:5][CH:4]=1.C(N(CC)C(C)C)(C)C.Cl[CH2:37][N:38]([CH3:43])[C:39](=[O:42])[O:40][CH3:41]. Given the product [CH3:1][O:2][C:3]1[CH:8]=[CH:7][C:6]([NH:9][C:10]2[C:19]3[C:14](=[CH:15][CH:16]=[C:17]([C:20](=[O:23])[NH:21][CH3:22])[CH:18]=3)[N:13]=[CH:12][C:11]=2[C:24]([O:26][CH2:37][N:38]([C:39]([O:40][CH3:41])=[O:42])[CH3:43])=[O:25])=[CH:5][CH:4]=1, predict the reactants needed to synthesize it. (5) Given the product [Br:8][C:6]1[CH:5]=[CH:4][C:3]([O:9][CH2:12][CH2:11][Br:10])=[C:2]([NH2:1])[CH:7]=1, predict the reactants needed to synthesize it. The reactants are: [NH2:1][C:2]1[CH:7]=[C:6]([Br:8])[CH:5]=[CH:4][C:3]=1[OH:9].[Br:10][CH2:11][CH2:12]Br.C([O-])([O-])=O.[K+].[K+]. (6) Given the product [F:19][C:18]([F:21])([F:20])[C:14]1[CH:13]=[C:12]([N:2]2[CH2:7][CH2:6][CH:5]([C@H:8]([OH:10])[CH3:9])[CH2:4][CH2:3]2)[CH:17]=[CH:16][CH:15]=1, predict the reactants needed to synthesize it. The reactants are: Cl.[NH:2]1[CH2:7][CH2:6][CH:5]([C@H:8]([OH:10])[CH3:9])[CH2:4][CH2:3]1.I[C:12]1[CH:17]=[CH:16][CH:15]=[C:14]([C:18]([F:21])([F:20])[F:19])[CH:13]=1. (7) The reactants are: FC(F)(F)S(O[C:7]1[CH:11]([C:12]2[CH:17]=[CH:16][C:15]([C:18]([CH3:21])([CH3:20])[CH3:19])=[CH:14][CH:13]=2)[CH:10]([C:22]2[CH:27]=[CH:26][C:25]([N:28]3[C:32]([CH3:33])=[CH:31][CH:30]=[C:29]3[CH3:34])=[CH:24][CH:23]=2)[CH2:9][CH:8]=1)(=O)=O.CC1(C)C(C)(C)OB([C:45]2[CH:50]=[CH:49][C:48]([NH:51][C:52](=[O:58])[O:53][C:54]([CH3:57])([CH3:56])[CH3:55])=[CH:47][CH:46]=2)O1.C([O-])([O-])=O.[K+].[K+].ClCCl. Given the product [C:18]([C:15]1[CH:16]=[CH:17][C:12]([CH:11]2[C:7]([C:45]3[CH:46]=[CH:47][C:48]([NH:51][C:52](=[O:58])[O:53][C:54]([CH3:55])([CH3:56])[CH3:57])=[CH:49][CH:50]=3)=[CH:8][CH2:9][CH:10]2[C:22]2[CH:23]=[CH:24][C:25]([N:28]3[C:29]([CH3:34])=[CH:30][CH:31]=[C:32]3[CH3:33])=[CH:26][CH:27]=2)=[CH:13][CH:14]=1)([CH3:21])([CH3:20])[CH3:19], predict the reactants needed to synthesize it.